From a dataset of Peptide-MHC class I binding affinity with 185,985 pairs from IEDB/IMGT. Regression. Given a peptide amino acid sequence and an MHC pseudo amino acid sequence, predict their binding affinity value. This is MHC class I binding data. (1) The peptide sequence is PVNRPIDWK. The MHC is HLA-A31:01 with pseudo-sequence HLA-A31:01. The binding affinity (normalized) is 0.0641. (2) The peptide sequence is TLPNKSDVL. The MHC is HLA-A02:01 with pseudo-sequence HLA-A02:01. The binding affinity (normalized) is 0.129. (3) The peptide sequence is SGFGGETPV. The MHC is HLA-A69:01 with pseudo-sequence HLA-A69:01. The binding affinity (normalized) is 0.121. (4) The peptide sequence is EMMAKEEELV. The MHC is HLA-A02:01 with pseudo-sequence HLA-A02:01. The binding affinity (normalized) is 0.676. (5) The peptide sequence is DLAQDPMLI. The MHC is HLA-A02:12 with pseudo-sequence HLA-A02:12. The binding affinity (normalized) is 0.0847. (6) The peptide sequence is LLCLIFLLVL. The MHC is HLA-A03:01 with pseudo-sequence HLA-A03:01. The binding affinity (normalized) is 0.434.